From a dataset of Reaction yield outcomes from USPTO patents with 853,638 reactions. Predict the reaction yield, written as a fraction of the theoretical maximum amount of product (1.0 means a 100% yield; for example, 0.34 means a 34% yield). (1) The reactants are [ClH:1].[C:2]1([C@@H:8]2[CH2:10][C@H:9]2[NH:11][CH2:12][C:13]2[CH:20]=[CH:19][C:16]([C:17]#[N:18])=[CH:15][CH:14]=2)[CH:7]=[CH:6][CH:5]=[CH:4][CH:3]=1. The catalyst is CCOCC. The product is [ClH:1].[C:2]1([C@@H:8]2[CH2:10][C@H:9]2[NH:11][CH2:12][C:13]2[CH:14]=[CH:15][C:16]([C:17]#[N:18])=[CH:19][CH:20]=2)[CH:3]=[CH:4][CH:5]=[CH:6][CH:7]=1. The yield is 0.840. (2) The reactants are [N:1]1[C:10]2[C:5](=[CH:6][CH:7]=[CH:8][CH:9]=2)[CH:4]=[C:3]([CH:11]=[CH:12][C:13]([O-])=[O:14])[CH:2]=1.[H-].C([Al+]CC(C)C)C(C)C. The catalyst is C(Cl)Cl. The product is [N:1]1[C:10]2[C:5](=[CH:6][CH:7]=[CH:8][CH:9]=2)[CH:4]=[C:3]([CH:11]=[CH:12][CH2:13][OH:14])[CH:2]=1. The yield is 0.620. (3) The reactants are [Cl:1][C:2]1[CH:7]=[CH:6][C:5]([S:8]([C:11]2[C:12]([C:32]#[N:33])=[C:13]([C:21]3[CH:26]=[CH:25][N+:24]([O-])=[C:23]([NH:28][C:29](=[O:31])[CH3:30])[CH:22]=3)[S:14][C:15]=2[C:16]2[NH:20][CH:19]=[N:18][N:17]=2)(=[O:10])=[O:9])=[CH:4][CH:3]=1.[H][H]. The catalyst is CO.[Pd]. The product is [Cl:1][C:2]1[CH:7]=[CH:6][C:5]([S:8]([C:11]2[C:12]([C:32]#[N:33])=[C:13]([C:21]3[CH:26]=[CH:25][N:24]=[C:23]([NH:28][C:29](=[O:31])[CH3:30])[CH:22]=3)[S:14][C:15]=2[C:16]2[NH:20][CH:19]=[N:18][N:17]=2)(=[O:9])=[O:10])=[CH:4][CH:3]=1. The yield is 0.640. (4) The reactants are [Cl:1][C:2]1[CH:9]=[CH:8][CH:7]=[C:6]([Cl:10])[C:3]=1[CH:4]=O.[CH3:11][C:12]([CH3:14])=[O:13].[OH-].[Na+]. The catalyst is O. The product is [Cl:1][C:2]1[CH:9]=[CH:8][CH:7]=[C:6]([Cl:10])[C:3]=1/[CH:4]=[CH:11]/[C:12](=[O:13])[CH3:14]. The yield is 0.970. (5) The reactants are [CH2:1]([O:8][C:9]1[CH:17]=[C:16]2[C:12]([CH2:13][CH2:14][C:15]2=[O:18])=[CH:11][CH:10]=1)[C:2]1[CH:7]=[CH:6][CH:5]=[CH:4][CH:3]=1.[BH4-].[Na+]. The catalyst is CO. The product is [CH2:1]([O:8][C:9]1[CH:17]=[C:16]2[C:12]([CH2:13][CH2:14][CH:15]2[OH:18])=[CH:11][CH:10]=1)[C:2]1[CH:3]=[CH:4][CH:5]=[CH:6][CH:7]=1. The yield is 0.720. (6) The reactants are [OH-].[Na+].Cl.Cl.[NH2:5][CH2:6][CH2:7][O:8][CH2:9][CH2:10][NH2:11].[CH3:12][C:13]([O:16][C:17](O[C:17]([O:16][C:13]([CH3:15])([CH3:14])[CH3:12])=[O:18])=[O:18])([CH3:15])[CH3:14]. The catalyst is CO.C1COCC1. The product is [NH2:5][CH2:6][CH2:7][O:8][CH2:9][CH2:10][NH:11][C:17](=[O:18])[O:16][C:13]([CH3:15])([CH3:14])[CH3:12]. The yield is 0.740. (7) The reactants are [CH3:1][C:2]1[CH:10]=[C:6]([C:7]([OH:9])=O)[C:5]([OH:11])=[CH:4][CH:3]=1.[C:12](=O)([O-])[O-].[K+].[K+].IC.CN([CH:23]=[O:24])C. No catalyst specified. The product is [CH3:12][O:11][C:5]1[CH:4]=[CH:3][C:2]([CH3:1])=[CH:10][C:6]=1[C:7]([O:24][CH3:23])=[O:9]. The yield is 0.950. (8) The catalyst is C(Cl)Cl. The product is [CH3:1][O:2][C:3]1[CH:4]=[C:5]2[C:10](=[CH:11][C:12]=1[O:13][CH3:14])[N:9]=[CH:8][CH:7]=[C:6]2[O:15][C:16]1[CH:22]=[CH:21][C:19]([NH:20][C:41](=[O:47])[O:42][CH2:43][C:56]2[CH:53]=[CH:52][C:51]([O:50][CH3:49])=[C:58]([O:59][CH3:60])[CH:57]=2)=[CH:18][CH:17]=1. The reactants are [CH3:1][O:2][C:3]1[CH:4]=[C:5]2[C:10](=[CH:11][C:12]=1[O:13][CH3:14])[N:9]=[CH:8][CH:7]=[C:6]2[O:15][C:16]1[CH:22]=[CH:21][C:19]([NH2:20])=[CH:18][CH:17]=1.C1(C)C=CC=CC=1.C(N(CC)CC)C.ClC(Cl)(O[C:41](=[O:47])[O:42][C:43](Cl)(Cl)Cl)Cl.[CH3:49][O:50][C:51]1[CH:52]=[C:53]([CH:56]=[CH:57][C:58]=1[O:59][CH3:60])CO. The yield is 0.600.